Dataset: Reaction yield outcomes from USPTO patents with 853,638 reactions. Task: Predict the reaction yield, written as a fraction of the theoretical maximum amount of product (1.0 means a 100% yield; for example, 0.34 means a 34% yield). (1) The product is [CH3:4][C:1]([CH3:2])([O:5][C:6]([NH:8][C@@H:9]([CH2:10][C:40]1[CH:41]=[CH:42][N:37]=[CH:38][CH:39]=1)[C:11]([O:13][CH3:22])=[O:12])=[O:7])[CH3:3]. The yield is 0.560. The catalyst is C(OCC)(=O)C. The reactants are [C:1]([O:5][C:6]([N:8](C1C=CN=CC=1)[C@H:9]([C:11]([OH:13])=[O:12])[CH3:10])=[O:7])([CH3:4])([CH3:3])[CH3:2].CO.[CH:22]1(N=C=NC2CCCCC2)CCCCC1.[N:37]1[CH:42]=[CH:41][CH:40]=[CH:39][CH:38]=1. (2) The product is [F:38][C:35]1[CH:34]=[CH:33][C:32]([CH2:31][C:29]2[O:28][N:27]=[C:26]([C:10]3[N:11]=[C:12]4[CH:19]=[CH:18][C:17]([N:20]5[CH2:21][CH2:22][O:23][CH2:24][CH2:25]5)=[CH:16][N:13]4[C:14](=[O:15])[C:9]=3[OH:8])[N:30]=2)=[CH:37][CH:36]=1. The reactants are C([O:8][C:9]1[C:14](=[O:15])[N:13]2[CH:16]=[C:17]([N:20]3[CH2:25][CH2:24][O:23][CH2:22][CH2:21]3)[CH:18]=[CH:19][C:12]2=[N:11][C:10]=1[C:26]1[N:30]=[C:29]([CH2:31][C:32]2[CH:37]=[CH:36][C:35]([F:38])=[CH:34][CH:33]=2)[O:28][N:27]=1)C1C=CC=CC=1.Cl. The catalyst is ClCCl. The yield is 0.303. (3) The reactants are Br[C:2]1[CH:3]=[C:4]2[C:8](=[C:9]([C:11]([NH2:13])=[O:12])[CH:10]=1)[NH:7][N:6]=[C:5]2[CH:14]1[CH2:19][CH2:18][N:17]([S:20]([CH2:23][CH2:24][CH2:25][O:26][CH3:27])(=[O:22])=[O:21])[CH2:16][CH2:15]1.[OH:28][CH2:29]C1C=C(B(O)O)C=CC=1.C(=O)([O-])[O-].[Cs+].[Cs+]. The catalyst is O1CCOCC1.O.C1C=CC([P]([Pd]([P](C2C=CC=CC=2)(C2C=CC=CC=2)C2C=CC=CC=2)([P](C2C=CC=CC=2)(C2C=CC=CC=2)C2C=CC=CC=2)[P](C2C=CC=CC=2)(C2C=CC=CC=2)C2C=CC=CC=2)(C2C=CC=CC=2)C2C=CC=CC=2)=CC=1. The product is [OH:28][CH2:29][C:2]1[CH:3]=[C:4]2[C:8](=[C:9]([C:11]([NH2:13])=[O:12])[CH:10]=1)[NH:7][N:6]=[C:5]2[CH:14]1[CH2:15][CH2:16][N:17]([S:20]([CH2:23][CH2:24][CH2:25][O:26][CH3:27])(=[O:21])=[O:22])[CH2:18][CH2:19]1. The yield is 0.140. (4) The reactants are [NH2:1][CH2:2][CH2:3][P:4](=[O:7])([OH:6])[OH:5].[OH-].[Na+].Cl[C:11]([O:13][CH2:14][C:15]1[CH:20]=[CH:19][CH:18]=[CH:17][CH:16]=1)=[O:12]. No catalyst specified. The product is [C:11]([NH:1][CH2:2][CH2:3][P:4](=[O:6])([OH:5])[OH:7])([O:13][CH2:14][C:15]1[CH:20]=[CH:19][CH:18]=[CH:17][CH:16]=1)=[O:12]. The yield is 0.910. (5) The reactants are [Li][C:2]([CH3:5])([CH3:4])[CH3:3].I[C:7]1[C:15]2[C:10](=[CH:11][C:12]([C:16]([C:18]3[CH:23]=[CH:22][CH:21]=[CH:20][CH:19]=3)=[CH2:17])=[CH:13][CH:14]=2)[N:9]([CH2:24][O:25][CH2:26][CH2:27][Si:28]([CH3:31])([CH3:30])[CH3:29])[N:8]=1.[C:32](=O)(O)[O-].[Na+].[CH2:37]1[CH2:41]OC[CH2:38]1. The catalyst is [Cl-].[Zn+2].[Cl-].C1C=CC([P]([Pd]([P](C2C=CC=CC=2)(C2C=CC=CC=2)C2C=CC=CC=2)([P](C2C=CC=CC=2)(C2C=CC=CC=2)C2C=CC=CC=2)[P](C2C=CC=CC=2)(C2C=CC=CC=2)C2C=CC=CC=2)(C2C=CC=CC=2)C2C=CC=CC=2)=CC=1. The product is [C:18]1([C:16]([C:12]2[CH:11]=[C:10]3[C:15]([C:7]([CH:32]=[CH:3][C:2]4[CH:5]=[CH:41][CH:37]=[CH:38][CH:4]=4)=[N:8][N:9]3[CH2:24][O:25][CH2:26][CH2:27][Si:28]([CH3:31])([CH3:30])[CH3:29])=[CH:14][CH:13]=2)=[CH2:17])[CH:23]=[CH:22][CH:21]=[CH:20][CH:19]=1. The yield is 0.510. (6) The reactants are C([NH:11][CH2:12][CH2:13][CH2:14][CH2:15][C:16]1[CH:21]=[CH:20][CH:19]=[CH:18][C:17]=1[O:22][CH2:23][C@H:24]([OH:27])[CH2:25][OH:26])(OCC1C=CC=CC=1)=O. The catalyst is CO.[Pd]. The product is [OH:27][C@H:24]([CH2:25][OH:26])[CH2:23][O:22][C:17]1[CH:18]=[CH:19][CH:20]=[CH:21][C:16]=1[CH2:15][CH2:14][CH2:13][CH2:12][NH2:11]. The yield is 0.920.